From a dataset of Drug-target binding data from BindingDB using Kd measurements. Regression. Given a target protein amino acid sequence and a drug SMILES string, predict the binding affinity score between them. We predict pKd (pKd = -log10(Kd in M); higher means stronger binding). Dataset: bindingdb_kd. (1) The small molecule is O=C([O-])CC1Sc2nnc(Cc3ccc(F)cc3)n2N=C1c1ccccc1. The target protein (Q48481) has sequence MNNKNIMIVGAGFSGVVIARQLAEQGYTVKIIDRRDHIGGNSYDTRDPQTDVMVHVYGPHIFHTDNETVWNYVNQYAEMMPYVNRVKATVNGQVFSLPINLHTINQFFAKTCSPDEARALISEKGDSSIVEPQTFEEQALRFIGKELYEAFFKGYTIKQWGMEPSELPASILKRLPVRFNYDDNYFNHKFQGMPKLGYTRMIEAIADHENISIELQREFLPEEREDYAHVFYSGPLDAFYSYQYGRLGYRTLDFEKFTYQGDYQGCAVMNYCSIDVPYTRITEHKYFSPWESHEGSVCYKEYSRACGENDIPYYPIRQMGEMALLEKYLSLAESEKNITFVGRLGTYRYLDMDVTIAEALKTADEFLSSVANQEEMPVFTVPVR. The pKd is 4.7. (2) The compound is CN1CCN(c2ccc3nc(-c4c(N)c5c(F)cccc5[nH]c4=O)[nH]c3c2)CC1. The target protein (Q00536) has sequence MDRMKKIKRQLSMTLRGGRGIDKTNGAPEQIGLDESGGGGGSDPGEAPTRAAPGELRSARGPLSSAPEIVHEDLKMGSDGESDQASATSSDEVQSPVRVRMRNHPPRKISTEDINKRLSLPADIRLPEGYLEKLTLNSPIFDKPLSRRLRRVSLSEIGFGKLETYIKLDKLGEGTYATVYKGKSKLTDNLVALKEIRLEHEEGAPCTAIREVSLLKDLKHANIVTLHDIIHTEKSLTLVFEYLDKDLKQYLDDCGNIINMHNVKLFLFQLLRGLAYCHRQKVLHRDLKPQNLLINERGELKLADFGLARAKSIPTKTYSNEVVTLWYRPPDILLGSTDYSTQIDMWGVGCIFYEMATGRPLFPGSTVEEQLHFIFRILGTPTEETWPGILSNEEFKTYNYPKYRAEALLSHAPRLDSDGADLLTKLLQFEGRNRISAEDAMKHPFFLSLGERIHKLPDTTSIFALKEIQLQKEASLRSSSMPDSGRPAFRVVDTEF. The pKd is 6.4. (3) The small molecule is CC[C@H](C)[C@@H]1NC(=O)[C@@H](Cc2c[nH]c3ccccc23)NC(=O)CCSSC[C@H](C(=O)NCC(=O)N[C@@H](CCCNC(=N)N)C(=O)NCC(N)=O)NC(=O)[C@H](CC(N)=O)NC(=O)[C@H](CCC(N)=O)NC1=O. The target protein (P48044) has sequence MFMASTTSAVPWHLSQPTPAGNGSEGELLTARDPLLAQAELALLSTVFVAVALSNGLVLGALVRRGRRGRWAPMHVFIGHLCLADLAVALFQVLPQLAWDATDRFRGPDALCRAVKYLQMVGMYASSYMILAMTLDRHRAICRPMLAHRHGGGTHWNRPVLLAWAFSLLFSLPQLFIFAQRDVDGSGVLDCWARFAEPWGLRAYVTWIALMVFVAPALGIAACQVLIFREIHASLGPGPVPRAGGPRRGCRPGSPAEGARVSAAVAKTVKMTLVIVIVYVLCWAPFFLVQLWAAWDPEAPREGPPFVLLMLLASLNSCTNPWIYASFSSSISSELRSLLCCTWRRAPPSPGPQEESCATASSFLAKDTPS. The pKd is 3.5. (4) The compound is COc1cc2c(Oc3ccc4[nH]c(C)cc4c3F)ncnc2cc1OCCCN1CCCC1. The target protein (Q9BVS4) has sequence MGKVNVAKLRYMSRDDFRVLTAVEMGMKNHEIVPGSLIASIASLKHGGCNKVLRELVKHKLIAWERTKTVQGYRLTNAGYDYLALKTLSSRQVVESVGNQMGVGKESDIYIVANEEGQQFALKLHRLGRTSFRNLKNKRDYHKHRHNVSWLYLSRLSAMKEFAYMKALYERKFPVPKPIDYNRHAVVMELINGYPLCQIHHVEDPASVYDEAMELIVKLANHGLIHGDFNEFNLILDESDHITMIDFPQMVSTSHPNAEWYFDRDVKCIKDFFMKRFSYESELFPTFKDIRREDTLDVEVSASGYTKEMQADDELLHPLGPDDKNIETKEGSEFSFSDGEVAEKAEVYGSENESERNCLEESEGCYCRSSGDPEQIKEDSLSEESADARSFEMTEFNQALEEIKGQVVENNSVTEFSEEKNRTENYNRQDGQRVQGGVPAGSDEYEDECPHLIALSSLNREFRPFRDEENVGAMNQYRTRTLSITSSGSAVSCSTIPPEL.... The pKd is 5.0. (5) The drug is Cc1ccc(NC(=O)c2ccc(CN3CCN(C)CC3)cc2)cc1Nc1nccc(-c2cccnc2)n1. The target protein (Q04912) has sequence MELLPPLPQSFLLLLLLPAKPAAGEDWQCPRTPYAASRDFDVKYVVPSFSAGGLVQAMVTYEGDRNESAVFVAIRNRLHVLGPDLKSVQSLATGPAGDPGCQTCAACGPGPHGPPGDTDTKVLVLDPALPALVSCGSSLQGRCFLHDLEPQGTAVHLAAPACLFSAHHNRPDDCPDCVASPLGTRVTVVEQGQASYFYVASSLDAAVAASFSPRSVSIRRLKADASGFAPGFVALSVLPKHLVSYSIEYVHSFHTGAFVYFLTVQPASVTDDPSALHTRLARLSATEPELGDYRELVLDCRFAPKRRRRGAPEGGQPYPVLRVAHSAPVGAQLATELSIAEGQEVLFGVFVTGKDGGPGVGPNSVVCAFPIDLLDTLIDEGVERCCESPVHPGLRRGLDFFQSPSFCPNPPGLEALSPNTSCRHFPLLVSSSFSRVDLFNGLLGPVQVTALYVTRLDNVTVAHMGTMDGRILQVELVRSLNYLLYVSNFSLGDSGQPVQR.... The pKd is 5.0. (6) The small molecule is CSCC[C@H](NC(=O)[C@@H](NC(=O)[C@H](CCCCNC(C)=O)NC(=O)[C@@H]1CSSC[C@H](NC(=O)[C@@H](NC(=O)[C@H](CC(=O)O)NC(=O)[C@H](Cc2ccccc2)NC(C)=O)C(C)C)C(=O)N[C@@H](CC(N)=O)C(=O)N[C@@H](Cc2c[nH]c3ccccc23)C(=O)N[C@@H](C(C)C)C(=O)N[C@@H]([C@@H](C)O)C(=O)N[C@@H](CC(C)C)C(=O)N[C@@H](CCCCNC(=O)COCC(=O)Nc2ccc(CCC(=O)N3CCC3=O)cc2)C(=O)N[C@@H](Cc2cnc[nH]2)C(=O)N1)C(C)C)C(N)=O. The target protein (P49763) has sequence MPVMRLFPCFLQLLAGLALPAVPPQQWALSAGNGSSEVEVVPFQEVWGRSYCRALERLVDVVSEYPSEVEHMFSPSCVSLLRCTGCCGDENLHCVPVETANVTMQLLKIRSGDRPSYVELTFSQHVRCECRHSPGRQSPDMPGDFRADAPSFLPPRRSLPMLFRMEWGCALTGSQSAVWPSSPVPEEIPRMHPGRNGKKQQRKPLREKMKPERCGDAVPRR. The pKd is 6.0.